From a dataset of NCI-60 drug combinations with 297,098 pairs across 59 cell lines. Regression. Given two drug SMILES strings and cell line genomic features, predict the synergy score measuring deviation from expected non-interaction effect. (1) Drug 1: CCC1(CC2CC(C3=C(CCN(C2)C1)C4=CC=CC=C4N3)(C5=C(C=C6C(=C5)C78CCN9C7C(C=CC9)(C(C(C8N6C)(C(=O)OC)O)OC(=O)C)CC)OC)C(=O)OC)O. Drug 2: C1=CC=C(C=C1)NC(=O)CCCCCCC(=O)NO. Cell line: HT29. Synergy scores: CSS=70.2, Synergy_ZIP=1.20, Synergy_Bliss=-1.37, Synergy_Loewe=-2.70, Synergy_HSA=0.509. (2) Drug 1: CS(=O)(=O)C1=CC(=C(C=C1)C(=O)NC2=CC(=C(C=C2)Cl)C3=CC=CC=N3)Cl. Drug 2: CC1=C2C(C(=O)C3(C(CC4C(C3C(C(C2(C)C)(CC1OC(=O)C(C(C5=CC=CC=C5)NC(=O)OC(C)(C)C)O)O)OC(=O)C6=CC=CC=C6)(CO4)OC(=O)C)O)C)O. Cell line: U251. Synergy scores: CSS=60.7, Synergy_ZIP=12.1, Synergy_Bliss=10.5, Synergy_Loewe=-23.0, Synergy_HSA=12.2. (3) Drug 1: CNC(=O)C1=NC=CC(=C1)OC2=CC=C(C=C2)NC(=O)NC3=CC(=C(C=C3)Cl)C(F)(F)F. Drug 2: C1=CN(C=N1)CC(O)(P(=O)(O)O)P(=O)(O)O. Cell line: PC-3. Synergy scores: CSS=2.68, Synergy_ZIP=-1.35, Synergy_Bliss=-2.20, Synergy_Loewe=-2.49, Synergy_HSA=-3.70.